This data is from Full USPTO retrosynthesis dataset with 1.9M reactions from patents (1976-2016). The task is: Predict the reactants needed to synthesize the given product. (1) The reactants are: CC1(C)C(C)(C)OB([C:9]2[CH:15]=[CH:14][C:12]([NH2:13])=[CH:11][CH:10]=2)O1.Cl[C:18]1[N:23]=[C:22]([CH2:24][S:25]([C:28]2[CH:33]=[CH:32][C:31]([F:34])=[CH:30][CH:29]=2)(=[O:27])=[O:26])[CH:21]=[C:20]([N:35]2[CH2:40][CH2:39][O:38][CH2:37][C@@H:36]2[CH3:41])[N:19]=1.C(=O)([O-])[O-].[Na+].[Na+]. Given the product [F:34][C:31]1[CH:32]=[CH:33][C:28]([S:25]([CH2:24][C:22]2[CH:21]=[C:20]([N:35]3[CH2:40][CH2:39][O:38][CH2:37][C@@H:36]3[CH3:41])[N:19]=[C:18]([C:9]3[CH:10]=[CH:11][C:12]([NH2:13])=[CH:14][CH:15]=3)[N:23]=2)(=[O:27])=[O:26])=[CH:29][CH:30]=1, predict the reactants needed to synthesize it. (2) Given the product [F:18][C:19]1[CH:24]=[CH:23][C:22]([F:25])=[CH:21][C:20]=1[C:26]1[N:28]=[C:15]([C:4]2[N:5]=[N:6][N:7]([C:8]3[CH:13]=[CH:12][CH:11]=[CH:10][C:9]=3[F:14])[C:3]=2[CH2:1][CH3:2])[O:17][N:27]=1, predict the reactants needed to synthesize it. The reactants are: [CH2:1]([C:3]1[N:7]([C:8]2[CH:13]=[CH:12][CH:11]=[CH:10][C:9]=2[F:14])[N:6]=[N:5][C:4]=1[C:15]([OH:17])=O)[CH3:2].[F:18][C:19]1[CH:24]=[CH:23][C:22]([F:25])=[CH:21][C:20]=1[C:26](=[N:28]O)[NH2:27]. (3) Given the product [C:32]([O:31][C:30](=[O:36])[NH:29][C@@H:24]1[C@H:23]([NH:22][C:18]2[N:19]=[CH:20][C:15]3[S:14][CH:13]=[C:12]([C:10](=[O:11])[NH:9][C:5]4[CH:4]=[CH:3][C:2]([CH3:1])=[C:7]([CH3:8])[N:6]=4)[C:16]=3[N:17]=2)[CH2:28][CH2:27][O:26][CH2:25]1)([CH3:35])([CH3:33])[CH3:34], predict the reactants needed to synthesize it. The reactants are: [CH3:1][C:2]1[CH:3]=[CH:4][C:5]([NH:9][C:10]([C:12]2[C:16]3[N:17]=[C:18](Cl)[N:19]=[CH:20][C:15]=3[S:14][CH:13]=2)=[O:11])=[N:6][C:7]=1[CH3:8].[NH2:22][C@@H:23]1[CH2:28][CH2:27][O:26][CH2:25][C@@H:24]1[NH:29][C:30](=[O:36])[O:31][C:32]([CH3:35])([CH3:34])[CH3:33].C(N(C(C)C)CC)(C)C. (4) Given the product [Cl:1][C:2]1[CH:13]=[CH:12][C:5]([O:6][CH:7]([CH3:11])[C:8]([N:15]2[C:24]3[C:19](=[CH:20][CH:21]=[CH:22][CH:23]=3)[CH2:18][CH2:17][CH2:16]2)=[O:10])=[C:4]([CH3:14])[CH:3]=1, predict the reactants needed to synthesize it. The reactants are: [Cl:1][C:2]1[CH:13]=[CH:12][C:5]([O:6][CH:7]([CH3:11])[C:8]([OH:10])=O)=[C:4]([CH3:14])[CH:3]=1.[NH:15]1[C:24]2[C:19](=[CH:20][CH:21]=[CH:22][CH:23]=2)[CH2:18][CH2:17][CH2:16]1. (5) Given the product [CH3:27][CH:8]1[N:7]([CH:10]2[CH2:11][CH2:12][N:13]([C:16]([O:18][CH2:19][C:20]3[CH:25]=[CH:24][CH:23]=[CH:22][CH:21]=3)=[O:17])[CH2:14][CH2:15]2)[C:6](=[O:26])[N:5]2[CH:4]=[N:3][C:2]([CH3:1])=[C:9]12, predict the reactants needed to synthesize it. The reactants are: [CH3:1][C:2]1[N:3]=[CH:4][N:5]2[C:9]=1[CH2:8][N:7]([CH:10]1[CH2:15][CH2:14][N:13]([C:16]([O:18][CH2:19][C:20]3[CH:25]=[CH:24][CH:23]=[CH:22][CH:21]=3)=[O:17])[CH2:12][CH2:11]1)[C:6]2=[O:26].[CH3:27][Si](C)(C)N[Si](C)(C)C.[Li].CI.[Cl-].[NH4+]. (6) Given the product [C:8]([N:11]1[C:20]2[C:15](=[CH:16][C:17]([N:21]3[CH2:22][CH2:23][N:24]([C:27]([O:29][C:30]([CH3:33])([CH3:32])[CH3:31])=[O:28])[CH2:25][CH2:26]3)=[CH:18][CH:19]=2)[C@H:14]([NH:34][C:2]2[N:7]=[CH:6][CH:5]=[CH:4][N:3]=2)[C@@H:13]([CH3:35])[C@@H:12]1[CH3:36])(=[O:10])[CH3:9], predict the reactants needed to synthesize it. The reactants are: F[C:2]1[N:7]=[CH:6][CH:5]=[CH:4][N:3]=1.[C:8]([N:11]1[C:20]2[C:15](=[CH:16][C:17]([N:21]3[CH2:26][CH2:25][N:24]([C:27]([O:29][C:30]([CH3:33])([CH3:32])[CH3:31])=[O:28])[CH2:23][CH2:22]3)=[CH:18][CH:19]=2)[C@H:14]([NH2:34])[C@@H:13]([CH3:35])[C@@H:12]1[CH3:36])(=[O:10])[CH3:9].CCN(C(C)C)C(C)C.